From a dataset of Full USPTO retrosynthesis dataset with 1.9M reactions from patents (1976-2016). Predict the reactants needed to synthesize the given product. Given the product [N:12]1([CH2:17][CH2:18][CH2:19][NH:20][C:21]([C:23]2[C:27]([CH:28]([CH3:30])[CH3:29])=[C:26]([CH:31]=[C:5]3[C:4]4[C:8](=[CH:9][CH:10]=[C:2]([Br:1])[CH:3]=4)[NH:7][C:6]3=[O:11])[NH:25][C:24]=2[CH:33]([CH3:35])[CH3:34])=[O:22])[CH2:16][CH2:15][CH2:14][CH2:13]1, predict the reactants needed to synthesize it. The reactants are: [Br:1][C:2]1[CH:3]=[C:4]2[C:8](=[CH:9][CH:10]=1)[NH:7][C:6](=[O:11])[CH2:5]2.[N:12]1([CH2:17][CH2:18][CH2:19][NH:20][C:21]([C:23]2[C:27]([CH:28]([CH3:30])[CH3:29])=[C:26]([CH:31]=O)[NH:25][C:24]=2[CH:33]([CH3:35])[CH3:34])=[O:22])[CH2:16][CH2:15][CH2:14][CH2:13]1.